From a dataset of Peptide-MHC class I binding affinity with 185,985 pairs from IEDB/IMGT. Regression. Given a peptide amino acid sequence and an MHC pseudo amino acid sequence, predict their binding affinity value. This is MHC class I binding data. (1) The peptide sequence is WEITYLGTT. The MHC is HLA-B39:01 with pseudo-sequence HLA-B39:01. The binding affinity (normalized) is 0.0847. (2) The peptide sequence is RLWNGRRCR. The MHC is HLA-A31:01 with pseudo-sequence HLA-A31:01. The binding affinity (normalized) is 0.619. (3) The binding affinity (normalized) is 0.213. The peptide sequence is RRRGACVVY. The MHC is HLA-A26:01 with pseudo-sequence HLA-A26:01. (4) The peptide sequence is EVFFGLSRY. The MHC is HLA-C04:01 with pseudo-sequence HLA-C04:01. The binding affinity (normalized) is 0.213. (5) The peptide sequence is STFAASGPF. The MHC is HLA-B08:02 with pseudo-sequence HLA-B08:02. The binding affinity (normalized) is 0.0847. (6) The peptide sequence is WGKEAVDNF. The MHC is HLA-A24:03 with pseudo-sequence HLA-A24:03. The binding affinity (normalized) is 0.126.